From a dataset of Catalyst prediction with 721,799 reactions and 888 catalyst types from USPTO. Predict which catalyst facilitates the given reaction. Reactant: [NH2:1][CH2:2][CH2:3][N:4]1[C:12]2[C:11]([NH:13][C:14]3[CH:19]=[CH:18][C:17]([O:20][C:21]4[CH:26]=[CH:25][CH:24]=[C:23]([O:27][C:28]([F:31])([F:30])[F:29])[CH:22]=4)=[C:16]([CH3:32])[CH:15]=3)=[N:10][CH:9]=[N:8][C:7]=2[CH:6]=[CH:5]1.[CH3:33][S:34]([CH2:37][C:38](O)=[O:39])(=[O:36])=[O:35].Cl.C(N=C=NCCCN(C)C)C.O.ON1C2C=CC=CC=2N=N1. Product: [CH3:33][S:34]([CH2:37][C:38]([NH:1][CH2:2][CH2:3][N:4]1[C:12]2[C:11]([NH:13][C:14]3[CH:19]=[CH:18][C:17]([O:20][C:21]4[CH:26]=[CH:25][CH:24]=[C:23]([O:27][C:28]([F:30])([F:31])[F:29])[CH:22]=4)=[C:16]([CH3:32])[CH:15]=3)=[N:10][CH:9]=[N:8][C:7]=2[CH:6]=[CH:5]1)=[O:39])(=[O:36])=[O:35]. The catalyst class is: 842.